Dataset: NCI-60 drug combinations with 297,098 pairs across 59 cell lines. Task: Regression. Given two drug SMILES strings and cell line genomic features, predict the synergy score measuring deviation from expected non-interaction effect. (1) Drug 2: CC=C1C(=O)NC(C(=O)OC2CC(=O)NC(C(=O)NC(CSSCCC=C2)C(=O)N1)C(C)C)C(C)C. Cell line: KM12. Drug 1: C1CCN(CC1)CCOC2=CC=C(C=C2)C(=O)C3=C(SC4=C3C=CC(=C4)O)C5=CC=C(C=C5)O. Synergy scores: CSS=50.5, Synergy_ZIP=2.18, Synergy_Bliss=-1.40, Synergy_Loewe=-71.7, Synergy_HSA=-7.73. (2) Cell line: NCIH23. Drug 1: CC1=C(C=C(C=C1)NC(=O)C2=CC=C(C=C2)CN3CCN(CC3)C)NC4=NC=CC(=N4)C5=CN=CC=C5. Drug 2: CC1=C(C=C(C=C1)C(=O)NC2=CC(=CC(=C2)C(F)(F)F)N3C=C(N=C3)C)NC4=NC=CC(=N4)C5=CN=CC=C5. Synergy scores: CSS=-0.984, Synergy_ZIP=0.468, Synergy_Bliss=-2.78, Synergy_Loewe=-1.92, Synergy_HSA=-3.82.